Dataset: Retrosynthesis with 50K atom-mapped reactions and 10 reaction types from USPTO. Task: Predict the reactants needed to synthesize the given product. (1) Given the product C/C(=C\c1ccccc1)c1ccc2c(c1)C(C)(C)C(O)C2(C)C, predict the reactants needed to synthesize it. The reactants are: C/C(=C\c1ccccc1)c1ccc2c(c1)C(C)(C)C(=O)C2(C)C. (2) Given the product CC(C)(C)OC(=O)NC1CN(Cc2ccccc2)CC12COC2, predict the reactants needed to synthesize it. The reactants are: CC(C)(C)OC(=O)OC(=O)OC(C)(C)C.NC1CN(Cc2ccccc2)CC12COC2. (3) The reactants are: Cc1sc2cc(OCCOS(C)(=O)=O)ccc2c1-c1ccc(C(F)(F)F)cc1.c1c[nH]cn1. Given the product Cc1sc2cc(OCCn3ccnc3)ccc2c1-c1ccc(C(F)(F)F)cc1, predict the reactants needed to synthesize it. (4) Given the product CCN(CC)C[C@@H]1CCCN1CC(=O)N1c2ccccc2NC(=O)c2ccccc21, predict the reactants needed to synthesize it. The reactants are: CCN(CC)C[C@@H]1CCCN1.O=C1Nc2ccccc2N(C(=O)CCl)c2ccccc21. (5) Given the product CC(=O)N1N=C(c2ccc(N)c(Cl)c2)c2cc(Cl)ccc2CC1C, predict the reactants needed to synthesize it. The reactants are: CC(=O)N1N=C(c2ccc([N+](=O)[O-])c(Cl)c2)c2cc(Cl)ccc2CC1C. (6) Given the product COC1CCN(c2nc3ccc(NC(=O)c4c(C(=O)N5CCCC5)cnn4C)cn3n2)C1, predict the reactants needed to synthesize it. The reactants are: C1CCNC1.COC1CCN(c2nc3ccc(NC(=O)c4c(C(=O)O)cnn4C)cn3n2)C1. (7) Given the product CC(C)(C)OC(=O)c1ccc(/C=C/c2ccsc2)cc1Nc1ccc(F)cc1, predict the reactants needed to synthesize it. The reactants are: Brc1ccsc1.C=Cc1ccc(C(=O)OC(C)(C)C)c(Nc2ccc(F)cc2)c1. (8) Given the product O=C(O)CCC(=O)c1ccc(Cl)c(S(=O)(=O)NCc2ccc(Cl)cc2Cl)c1, predict the reactants needed to synthesize it. The reactants are: NCc1ccc(Cl)cc1Cl.O=C(O)CCC(=O)c1ccc(Cl)c(S(=O)(=O)Cl)c1.